This data is from Catalyst prediction with 721,799 reactions and 888 catalyst types from USPTO. The task is: Predict which catalyst facilitates the given reaction. (1) Reactant: [CH3:1][O:2][C:3]1[CH:12]=[CH:11][C:6]([C:7]([O:9][CH3:10])=[O:8])=[C:5](OS(C(F)(F)F)(=O)=O)[CH:4]=1.[CH:21]#[C:22][CH2:23][CH2:24][CH2:25][CH2:26][CH2:27][CH2:28][CH2:29][CH3:30]. Product: [C:21]([C:5]1[CH:4]=[C:3]([O:2][CH3:1])[CH:12]=[CH:11][C:6]=1[C:7]([O:9][CH3:10])=[O:8])#[C:22][CH2:23][CH2:24][CH2:25][CH2:26][CH2:27][CH2:28][CH2:29][CH3:30]. The catalyst class is: 778. (2) Reactant: [BH4-].[Na+].[C:3]([O:7][C:8](=[O:25])[NH:9][C@@H:10]([CH2:15][C:16]1[CH:21]=[CH:20][CH:19]=[C:18]([CH2:22][CH:23]=[CH2:24])[CH:17]=1)[C:11](=[O:14])[CH2:12][Cl:13])([CH3:6])([CH3:5])[CH3:4].Cl. Product: [C:3]([O:7][C:8](=[O:25])[NH:9][C@@H:10]([CH2:15][C:16]1[CH:21]=[CH:20][CH:19]=[C:18]([CH2:22][CH:23]=[CH2:24])[CH:17]=1)[C@H:11]([OH:14])[CH2:12][Cl:13])([CH3:6])([CH3:5])[CH3:4]. The catalyst class is: 14.